From a dataset of Full USPTO retrosynthesis dataset with 1.9M reactions from patents (1976-2016). Predict the reactants needed to synthesize the given product. (1) Given the product [ClH:1].[C:6]([O:5][CH2:2][CH2:16][CH2:15][CH2:14][NH:13][CH3:18])(=[O:12])[CH3:20], predict the reactants needed to synthesize it. The reactants are: [Cl:1][C:2]([O:5][C:6](=[O:12])OC(Cl)(Cl)Cl)(Cl)Cl.[N:13]1[CH:18]=C[CH:16]=[CH:15][CH:14]=1.O1CCC[CH2:20]1. (2) Given the product [Cl:1][C:2]1[C:3]([O:18][C:19]2[CH:24]=[CH:23][N:22]=[C:21]([C:25]3[CH:26]=[N:27][N:28]([CH3:30])[CH:29]=3)[CH:20]=2)=[CH:4][C:5]([F:17])=[C:6]([NH:8][C:9]([N:11]2[CH2:15][CH2:14][N:13]([CH2:39][CH:37]([OH:38])[C:33]([CH3:36])([CH3:35])[CH3:34])[C:12]2=[O:16])=[O:10])[CH:7]=1, predict the reactants needed to synthesize it. The reactants are: [Cl:1][C:2]1[C:3]([O:18][C:19]2[CH:24]=[CH:23][N:22]=[C:21]([C:25]3[CH:26]=[N:27][N:28]([CH3:30])[CH:29]=3)[CH:20]=2)=[CH:4][C:5]([F:17])=[C:6]([NH:8][C:9]([N:11]2[CH2:15][CH2:14][NH:13][C:12]2=[O:16])=[O:10])[CH:7]=1.[H-].[Na+].[C:33]([CH:37]1[CH2:39][O:38]1)([CH3:36])([CH3:35])[CH3:34].O. (3) Given the product [CH3:33][O:34][C:20]([NH:19][C:17]([C:12]1[N:11]=[CH:10][N:9]([CH2:2][C:3]2[CH:4]=[CH:5][CH:6]=[CH:7][CH:8]=2)[C:13]=1[N+:14]([O-:16])=[O:15])=[O:18])([C:26]([O:28][CH2:29][CH3:30])=[O:27])[C:21]([O:23][CH2:24][CH3:25])=[O:22], predict the reactants needed to synthesize it. The reactants are: [Na].[CH2:2]([N:9]1[C:13]([N+:14]([O-:16])=[O:15])=[C:12]([C:17]([NH:19][CH:20]([C:26]([O:28][CH2:29][CH3:30])=[O:27])[C:21]([O:23][CH2:24][CH3:25])=[O:22])=[O:18])[N:11]=[CH:10]1)[C:3]1[CH:8]=[CH:7][CH:6]=[CH:5][CH:4]=1.BrBr.[CH3:33][OH:34]. (4) Given the product [CH2:9]([O:11][C:12]([C:13]1[CH:14]=[C:3]([CH:4]([O:7][CH3:8])[O:5][CH3:6])[NH:1][N:2]=1)=[O:15])[CH3:10], predict the reactants needed to synthesize it. The reactants are: [N+:1](=[CH:3][CH:4]([O:7][CH3:8])[O:5][CH3:6])=[N-:2].[CH2:9]([O:11][C:12](=[O:15])[C:13]#[CH:14])[CH3:10].